This data is from Experimental lipophilicity measurements (octanol/water distribution) for 4,200 compounds from AstraZeneca. The task is: Regression/Classification. Given a drug SMILES string, predict its absorption, distribution, metabolism, or excretion properties. Task type varies by dataset: regression for continuous measurements (e.g., permeability, clearance, half-life) or binary classification for categorical outcomes (e.g., BBB penetration, CYP inhibition). For this dataset (lipophilicity_astrazeneca), we predict Y. (1) The compound is C[C@]12CC(=O)[C@H]3[C@@H](CCC4=CC(=O)CC[C@@]43C)[C@@H]1CC[C@]2(O)C(=O)CO. The Y is 1.40 logD. (2) The molecule is O=c1oc2ccc(O)cc2cc1-c1ccc(O)cc1. The Y is 2.90 logD. (3) The drug is COc1ccc(C(=O)N2CCCC2=O)cc1. The Y is 0.930 logD. (4) The drug is O=C(Nc1ccccc1)c1cc2ccccc2o1. The Y is 3.44 logD.